This data is from Forward reaction prediction with 1.9M reactions from USPTO patents (1976-2016). The task is: Predict the product of the given reaction. Given the reactants C1COCC1.[CH3:6][O:7][C:8]1[CH:9]=[C:10]([CH:14]=[CH:15][C:16]=1[O:17][CH3:18])[C:11](Cl)=[O:12].[CH:19]1([C@@H:25]([NH2:27])[CH3:26])[CH2:24][CH2:23][CH2:22][CH2:21][CH2:20]1.C(N(CC)CC)C, predict the reaction product. The product is: [CH:19]1([C@@H:25]([NH:27][C:11](=[O:12])[C:10]2[CH:14]=[CH:15][C:16]([O:17][CH3:18])=[C:8]([O:7][CH3:6])[CH:9]=2)[CH3:26])[CH2:24][CH2:23][CH2:22][CH2:21][CH2:20]1.